This data is from Catalyst prediction with 721,799 reactions and 888 catalyst types from USPTO. The task is: Predict which catalyst facilitates the given reaction. (1) Reactant: CS(O[CH2:6][CH2:7][N:8]([CH2:24][CH2:25][Cl:26])[C:9]1[CH:14]=[C:13]([C:15]([NH2:17])=[O:16])[C:12]([N+:18]([O-:20])=[O:19])=[CH:11][C:10]=1[N+:21]([O-:23])=[O:22])(=O)=O.[Li+].[Br-:28]. Product: [Br:28][CH2:6][CH2:7][N:8]([CH2:24][CH2:25][Cl:26])[C:9]1[C:10]([N+:21]([O-:23])=[O:22])=[CH:11][C:12]([N+:18]([O-:20])=[O:19])=[C:13]([CH:14]=1)[C:15]([NH2:17])=[O:16]. The catalyst class is: 23. (2) Reactant: [CH:1]1([C:4]2[CH:25]=[CH:24][C:7]3[N:8](COC)[C:9]([CH2:11][N:12](C)[C:13](=O)OC(C)(C)C)=[N:10][C:6]=3[CH:5]=2)[CH2:3][CH2:2]1.C1(C2C=CC3N=C(CN(C)C(=O)OC(C)(C)C)N(COC)C=3C=2)CC1.[ClH:51].O1CCOCC1. Product: [ClH:51].[ClH:51].[CH:1]1([C:4]2[CH:25]=[CH:24][C:7]3[NH:8][C:9]([CH2:11][NH:12][CH3:13])=[N:10][C:6]=3[CH:5]=2)[CH2:2][CH2:3]1. The catalyst class is: 242. (3) The catalyst class is: 8. Product: [CH2:1]([O:3][C:4]1[N:5]=[CH:6][C:7]([CH:8]=[N:17][C:16]2[CH:18]=[CH:19][CH:20]=[C:14]([O:13][CH3:12])[CH:15]=2)=[CH:10][CH:11]=1)[CH3:2]. Reactant: [CH2:1]([O:3][C:4]1[CH:11]=[CH:10][C:7]([CH:8]=O)=[CH:6][N:5]=1)[CH3:2].[CH3:12][O:13][C:14]1[CH:15]=[C:16]([CH:18]=[CH:19][CH:20]=1)[NH2:17]. (4) Reactant: FC(F)(F)C(O)=O.C(O[C:13](=O)[N:14]([C@H:16]([CH2:28][C:29]1[CH:34]=[CH:33][CH:32]=[CH:31][CH:30]=1)[C:17]([N:19]1[CH2:23][CH2:22][CH2:21][C@H:20]1[CH2:24][N:25]([CH3:27])[CH3:26])=[O:18])C)(C)(C)C. Product: [CH3:26][N:25]([CH2:24][C@@H:20]1[CH2:21][CH2:22][CH2:23][N:19]1[C:17](=[O:18])[C@H:16]([NH:14][CH3:13])[CH2:28][C:29]1[CH:34]=[CH:33][CH:32]=[CH:31][CH:30]=1)[CH3:27]. The catalyst class is: 4.